Dataset: Catalyst prediction with 721,799 reactions and 888 catalyst types from USPTO. Task: Predict which catalyst facilitates the given reaction. (1) Reactant: Cl[C:2]1[C:11]2[C:6](=[CH:7][CH:8]=[C:9]([F:12])[CH:10]=2)[N:5]=[C:4]([C:13]([F:16])([F:15])[F:14])[CH:3]=1.[NH3:17]. Product: [NH2:17][C:2]1[C:11]2[C:6](=[CH:7][CH:8]=[C:9]([F:12])[CH:10]=2)[N:5]=[C:4]([C:13]([F:16])([F:15])[F:14])[CH:3]=1. The catalyst class is: 196. (2) Reactant: [NH:1]1[C:5]2=[N:6][CH:7]=[C:8]([CH2:10][CH2:11][C:12]([OH:14])=O)[CH:9]=[C:4]2[CH:3]=[CH:2]1.[CH2:15]([NH:17][CH2:18][CH3:19])[CH3:16].Cl.CN(C)CCCN=C=NCC. Product: [CH2:15]([N:17]([CH2:18][CH3:19])[C:12](=[O:14])[CH2:11][CH2:10][C:8]1[CH:9]=[C:4]2[CH:3]=[CH:2][NH:1][C:5]2=[N:6][CH:7]=1)[CH3:16]. The catalyst class is: 7. (3) Reactant: FC(F)(F)C(O)=O.[NH2:8][C@H:9]([C:12]#[CH:13])[CH2:10][OH:11].S=[C:15]1[CH2:19][S:18][C:17](=[O:20])[NH:16]1.C(N(C(C)C)C(C)C)C. Product: [OH:11][CH2:10][C@H:9]([NH:8][C:15]1[CH2:19][S:18][C:17](=[O:20])[N:16]=1)[C:12]#[CH:13]. The catalyst class is: 8. (4) Reactant: [Cl:1][C:2]1[CH:3]=[C:4]2[C:9](=[CH:10][N:11]=1)[CH2:8][N:7]([C:12]1[C:17]([F:18])=[C:16]([O:19][CH3:20])[CH:15]=[C:14]([O:21][CH3:22])[C:13]=1[F:23])[C:6](=[O:24])[CH:5]2C(OCC)=O.Cl. Product: [Cl:1][C:2]1[CH:3]=[C:4]2[C:9](=[CH:10][N:11]=1)[CH2:8][N:7]([C:12]1[C:17]([F:18])=[C:16]([O:19][CH3:20])[CH:15]=[C:14]([O:21][CH3:22])[C:13]=1[F:23])[C:6](=[O:24])[CH2:5]2. The catalyst class is: 12.